Dataset: Full USPTO retrosynthesis dataset with 1.9M reactions from patents (1976-2016). Task: Predict the reactants needed to synthesize the given product. The reactants are: O1C=CC=C1C=O.[OH-].[K+].[N+](C[C:13]([N:15]1[CH2:19][CH2:18][CH2:17][CH2:16]1)=O)#[C-].[O:20]1[CH:24]=[CH:23][CH:22]=[C:21]1[C@@H:25]1[O:29][CH:28]=[N:27][C@H:26]1[C:30]([N:32]1[CH2:36][CH2:35][CH2:34][CH2:33]1)=[O:31]. Given the product [CH:16]1[C:17]2[C:22](=[CH:23][CH:24]=[CH:19][CH:18]=2)[C:21]([C@@H:25]2[O:29][CH:28]=[N:27][C@H:26]2[C:30]([N:32]2[CH2:36][CH2:35][CH2:34][CH2:33]2)=[O:31])=[CH:13][N:15]=1.[O:20]1[CH:24]=[CH:23][CH:22]=[C:21]1[C@@H:25]1[O:29][CH:28]=[N:27][C@H:26]1[C:30]([N:32]1[CH2:36][CH2:35][CH2:34][CH2:33]1)=[O:31], predict the reactants needed to synthesize it.